This data is from Full USPTO retrosynthesis dataset with 1.9M reactions from patents (1976-2016). The task is: Predict the reactants needed to synthesize the given product. Given the product [C:1]([O:5][C:6]([NH:8][CH:9]([CH2:23][C:24]1[CH:29]=[CH:28][CH:27]=[CH:26][CH:25]=1)[CH2:10][O:11][CH2:12][C:13]1[CH:22]=[CH:21][CH:20]=[CH:19][C:14]=1[C:15]([OH:17])=[O:16])=[O:7])([CH3:4])([CH3:2])[CH3:3], predict the reactants needed to synthesize it. The reactants are: [C:1]([O:5][C:6]([NH:8][CH:9]([CH2:23][C:24]1[CH:29]=[CH:28][CH:27]=[CH:26][CH:25]=1)[CH2:10][O:11][CH2:12][C:13]1[CH:22]=[CH:21][CH:20]=[CH:19][C:14]=1[C:15]([O:17]C)=[O:16])=[O:7])([CH3:4])([CH3:3])[CH3:2].Cl.